From a dataset of Reaction yield outcomes from USPTO patents with 853,638 reactions. Predict the reaction yield, written as a fraction of the theoretical maximum amount of product (1.0 means a 100% yield; for example, 0.34 means a 34% yield). (1) The reactants are [NH2:1][C:2]1[S:3][C@:4]2([CH2:31]O)[C@H:6]([C@:7]([C:10]3[CH:15]=[C:14]([NH:16][C:17]4[C:18]5[N:26]=[CH:25][C:24]([O:27][CH3:28])=[CH:23][C:19]=5[N:20]=[CH:21][N:22]=4)[CH:13]=[C:12]([F:29])[C:11]=3[F:30])([CH3:9])[N:8]=1)[CH2:5]2.C(N(S(F)(F)[F:39])CC)C.COCCN(S(F)(F)F)CCOC. The catalyst is C(Cl)Cl. The product is [F:30][C:11]1[C:12]([F:29])=[CH:13][C:14]([NH:16][C:17]2[C:18]3[N:26]=[CH:25][C:24]([O:27][CH3:28])=[CH:23][C:19]=3[N:20]=[CH:21][N:22]=2)=[CH:15][C:10]=1[C@:7]1([CH3:9])[C@H:6]2[C@:4]([CH2:31][F:39])([CH2:5]2)[S:3][C:2]([NH2:1])=[N:8]1. The yield is 0.190. (2) The reactants are [F:1][C:2]1[CH:3]=[CH:4][C:5]2[N:6]([CH:8]=[N:9][N:10]=2)[CH:7]=1.[Cl:11]N1C(=O)CCC1=O. The catalyst is C(Cl)(Cl)Cl. The product is [Cl:11][C:8]1[N:6]2[CH:7]=[C:2]([F:1])[CH:3]=[CH:4][C:5]2=[N:10][N:9]=1. The yield is 0.760. (3) The reactants are [Br:1][C:2]1[CH:7]=[C:6]([CH3:8])[CH:5]=[CH:4][C:3]=1[O:9][CH2:10][CH:11](OC)OC. The catalyst is ClC1C=CC=CC=1. The product is [Br:1][C:2]1[C:3]2[O:9][CH:10]=[CH:11][C:4]=2[CH:5]=[C:6]([CH3:8])[CH:7]=1. The yield is 0.660. (4) The yield is 0.760. The reactants are C(O[C:9]1[C:14]([O:15][CH3:16])=[CH:13][C:12]([Cl:17])=[CH:11][C:10]=1[CH2:18][CH:19]([OH:22])[CH2:20][OH:21])C1C=CC=CC=1.[C:23]1([CH3:33])[CH:28]=[CH:27][C:26]([S:29](Cl)(=[O:31])=[O:30])=[CH:25][CH:24]=1.CC1C=CC(S(OCC(O)CC2C=C(Cl)C=C(OC)C=2OCC2C=CC=CC=2)(=O)=O)=CC=1.S(C1C=CC(C)=CC=1)([O-])(=O)=O.CC1C=CC(S(OCC(O)CC2C=CC(OC)=CC=2O)(=O)=O)=CC=1.CC1C=CC(S(OCC(O)CC2C=C(Cl)C=C(OC)C=2O)(=O)=O)=CC=1.C1(O)C=CC=CC=1.C1(P(C2C=CC=CC=2)C2C=CC=CC=2)C=CC=CC=1.N(C(OC(C)C)=O)=NC(OC(C)C)=O.CC1C=CC(S(OCC2CC3C=CC(OC)=CC=3O2)(=O)=O)=CC=1. The product is [CH3:33][C:23]1[CH:28]=[CH:27][C:26]([S:29]([O:21][CH2:20][CH:19]2[CH2:18][C:10]3[CH:11]=[C:12]([Cl:17])[CH:13]=[C:14]([O:15][CH3:16])[C:9]=3[O:22]2)(=[O:31])=[O:30])=[CH:25][CH:24]=1. The catalyst is N1C=CC=CC=1.[Pd]. (5) The yield is 0.170. The product is [CH3:19][C:16]1[CH:17]=[CH:18][C:10]2[C:9]([NH:8][C:4]3[CH:5]=[CH:6][CH:7]=[C:2]([CH:20]=[CH:21][C:22]4[CH:27]=[CH:26][CH:25]=[CH:24][CH:23]=4)[CH:3]=3)=[N:14][CH:13]=[N:12][C:11]=2[N:15]=1. The catalyst is CN(C)C=O.C([O-])(=O)C.[Pd+2].C([O-])(=O)C. The reactants are Br[C:2]1[CH:3]=[C:4]([NH:8][C:9]2[C:10]3[CH:18]=[CH:17][C:16]([CH3:19])=[N:15][C:11]=3[N:12]=[CH:13][N:14]=2)[CH:5]=[CH:6][CH:7]=1.[CH2:20]=[CH:21][C:22]1[CH:27]=[CH:26][CH:25]=[CH:24][CH:23]=1.C1(C)C=CC=CC=1P(C1C=CC=CC=1C)C1C=CC=CC=1C.C(N(CC)CC)C.